Dataset: Reaction yield outcomes from USPTO patents with 853,638 reactions. Task: Predict the reaction yield, written as a fraction of the theoretical maximum amount of product (1.0 means a 100% yield; for example, 0.34 means a 34% yield). The reactants are [CH3:1][O:2][CH2:3][CH2:4][OH:5].[H-].[Na+].Cl[C:9]1[CH:14]=[C:13]([NH:15][C@@H:16]2[CH2:21][CH2:20][C@H:19]([C:22]([NH:24][CH:25]([CH3:27])[CH3:26])=[O:23])[CH2:18][CH2:17]2)[C:12]([N+:28]([O-:30])=[O:29])=[CH:11][N:10]=1. The catalyst is C1COCC1. The product is [CH:25]([NH:24][C:22]([C@H:19]1[CH2:20][CH2:21][C@@H:16]([NH:15][C:13]2[C:12]([N+:28]([O-:30])=[O:29])=[CH:11][N:10]=[C:9]([O:5][CH2:4][CH2:3][O:2][CH3:1])[CH:14]=2)[CH2:17][CH2:18]1)=[O:23])([CH3:27])[CH3:26]. The yield is 0.610.